From a dataset of Full USPTO retrosynthesis dataset with 1.9M reactions from patents (1976-2016). Predict the reactants needed to synthesize the given product. (1) Given the product [Cl:33][C:32]1[C:27]([NH:26][C:24]2[CH:25]=[C:20]([Cl:19])[CH:21]=[CH:22][C:23]=2[O:35][CH3:36])=[N:28][C:29]([NH:17][C:12]2[C:13]([O:15][CH3:16])=[CH:14][C:7]3[CH2:6][CH2:5][N:4]([CH2:3][CH:2]([F:1])[F:18])[CH2:10][CH2:9][C:8]=3[CH:11]=2)=[N:30][CH:31]=1, predict the reactants needed to synthesize it. The reactants are: [F:1][CH:2]([F:18])[CH2:3][N:4]1[CH2:10][CH2:9][C:8]2[CH:11]=[C:12]([NH2:17])[C:13]([O:15][CH3:16])=[CH:14][C:7]=2[CH2:6][CH2:5]1.[Cl:19][C:20]1[CH:21]=[CH:22][C:23]([O:35][CH3:36])=[C:24]([NH:26][C:27]2[C:32]([Cl:33])=[CH:31][N:30]=[C:29](Cl)[N:28]=2)[CH:25]=1. (2) Given the product [CH3:1][N:2]1[C:15]2[C:10](=[CH:11][C:12]([S:18]([Cl:17])(=[O:21])=[O:19])=[CH:13][CH:14]=2)[C:9](=[O:16])[C:8]2[CH:7]=[C:6]([S:18]([Cl:17])(=[O:21])=[O:19])[CH:5]=[CH:4][C:3]1=2, predict the reactants needed to synthesize it. The reactants are: [CH3:1][N:2]1[C:15]2[C:10](=[CH:11][CH:12]=[CH:13][CH:14]=2)[C:9](=[O:16])[C:8]2[CH:7]=[CH:6][CH:5]=[CH:4][C:3]1=2.[Cl:17][S:18]([OH:21])(=O)=[O:19]. (3) Given the product [CH3:18][CH:17]1[C:15](=[O:16])[NH:14][CH2:4][C:20](=[O:22])[NH:19]1, predict the reactants needed to synthesize it. The reactants are: COC(=O)[C@H:4]([N:14](CC1C=CC(F)=CC=1)[C:15]([C@@H:17]([NH:19][C:20]([O:22]C(C)(C)C)=O)[CH3:18])=[O:16])COCC1C=CC=CC=1.FC(F)(F)C(O)=O. (4) Given the product [S:7]([O:10][O:11][S:12]([O-:15])(=[O:14])=[O:13])([O-:9])(=[O:8])=[O:6].[S:1]([O-:5])([O-:4])(=[O:3])=[O:2], predict the reactants needed to synthesize it. The reactants are: [S:1](=[O:5])(=[O:4])([OH:3])[OH:2].[OH:6][S:7]([O:10][O:11][S:12]([OH:15])(=[O:14])=[O:13])(=[O:9])=[O:8]. (5) Given the product [CH3:1][O:2][C:3]1[CH:8]=[CH:7][C:6]([O:17][CH3:16])=[CH:5][C:4]=1[C:9]1[NH:13][N:12]=[C:11]([S:14][CH2:15][C:31]2[CH:34]=[CH:35][CH:36]=[CH:37][C:30]=2[F:29])[N:10]=1, predict the reactants needed to synthesize it. The reactants are: [CH3:1][O:2][C:3]1[CH:8]=[CH:7][CH:6]=[CH:5][C:4]=1[C:9]1[NH:13][N:12]=[C:11]([S:14][CH3:15])[N:10]=1.[CH3:16][O:17]C1C=CC(OC)=CC=1C(O)=O.[F:29][C:30]1[CH:37]=[CH:36][CH:35]=[CH:34][C:31]=1CCl. (6) Given the product [F:1][C:2]1[CH:7]=[CH:6][C:5]([C:8]2[N:12]([CH3:13])[C:11]([C:14]3[CH:19]=[CH:18][CH:17]=[CH:16][CH:15]=3)=[N:10][C:9]=2[C:21]2[CH:26]=[CH:25][NH:24][C:23](=[O:27])[CH:22]=2)=[CH:4][CH:3]=1, predict the reactants needed to synthesize it. The reactants are: [F:1][C:2]1[CH:7]=[CH:6][C:5]([C:8]2[N:12]([CH3:13])[C:11]([C:14]3[CH:19]=[CH:18][CH:17]=[CH:16][CH:15]=3)=[N+:10]([O-])[C:9]=2[C:21]2[CH:26]=[CH:25][NH:24][C:23](=[O:27])[CH:22]=2)=[CH:4][CH:3]=1.P(Cl)(Cl)Cl.